This data is from Full USPTO retrosynthesis dataset with 1.9M reactions from patents (1976-2016). The task is: Predict the reactants needed to synthesize the given product. (1) Given the product [I:1][C:2]1[CH:7]=[CH:6][C:5]([C:8]2[O:17][N:16]=[C:10]([OH:12])[CH:9]=2)=[CH:4][CH:3]=1, predict the reactants needed to synthesize it. The reactants are: [I:1][C:2]1[CH:7]=[CH:6][C:5]([C:8]#[C:9][C:10]([O:12]CC)=O)=[CH:4][CH:3]=1.Cl.[NH2:16][OH:17].[OH-].[K+]. (2) Given the product [N:11]1([C:15]([C:16]2[CH:21]=[CH:20][CH:19]=[C:18]([C:22]3[N:23]=[C:24]([NH:31][C:32]4[CH:37]=[CH:36][C:35]([O:38][CH3:39])=[C:34]([O:40][CH3:41])[CH:33]=4)[C:25]4[N:30]=[CH:29][S:28][C:26]=4[N:27]=3)[CH:17]=2)=[O:42])[CH2:12][CH2:13][CH2:14][NH:8][CH2:9][CH2:10]1.[ClH:51], predict the reactants needed to synthesize it. The reactants are: C(OC([N:8]1[CH2:14][CH2:13][CH2:12][N:11]([C:15](=[O:42])[C:16]2[CH:21]=[CH:20][CH:19]=[C:18]([C:22]3[N:23]=[C:24]([NH:31][C:32]4[CH:37]=[CH:36][C:35]([O:38][CH3:39])=[C:34]([O:40][CH3:41])[CH:33]=4)[C:25]4[N:30]=[CH:29][S:28][C:26]=4[N:27]=3)[CH:17]=2)[CH2:10][CH2:9]1)=O)(C)(C)C.C(O)(C(F)(F)F)=O.C(Cl)[Cl:51].